From a dataset of Reaction yield outcomes from USPTO patents with 853,638 reactions. Predict the reaction yield, written as a fraction of the theoretical maximum amount of product (1.0 means a 100% yield; for example, 0.34 means a 34% yield). (1) The reactants are OCC[C:4]1[N:8]([CH2:9][C:10]2[CH:27]=[CH:26][C:13]3/[C:14](=[CH:23]/[C:24]#[N:25])/[C:15]4[CH:22]=[CH:21][CH:20]=[CH:19][C:16]=4[CH2:17][CH2:18][C:12]=3[CH:11]=2)[C:7]2[CH:28]=[C:29]([C:33]3[CH:38]=[CH:37][CH:36]=[CH:35][CH:34]=3)[CH:30]=[C:31]([CH3:32])[C:6]=2[N:5]=1.CC(OI1(OC(C)=O)(OC(C)=O)OC(=O)C2C1=CC=CC=2)=O.C(Cl)(Cl)Cl.C(=O)([O-])O.[Na+]. The catalyst is C(#N)C. The product is [CH3:32][C:31]1[C:6]2[N:5]=[CH:4][N:8]([CH2:9][C:10]3[CH:27]=[CH:26][C:13]4/[C:14](=[CH:23]/[C:24]#[N:25])/[C:15]5[CH:22]=[CH:21][CH:20]=[CH:19][C:16]=5[CH2:17][CH2:18][C:12]=4[CH:11]=3)[C:7]=2[CH:28]=[C:29]([C:33]2[CH:34]=[CH:35][CH:36]=[CH:37][CH:38]=2)[CH:30]=1. The yield is 0.150. (2) The reactants are [C:1]([N:8]1[CH2:13][CH2:12][CH2:11][CH2:10][CH:9]1[CH2:14][CH3:15])([O:3][C:4]([CH3:7])([CH3:6])[CH3:5])=[O:2].[CH3:16]N(CCN(C)C)C.[Li]C(CC)C.S(OC)(OC)(=O)=O. The catalyst is CCOCC.O. The product is [C:1]([N:8]1[CH:13]([CH3:16])[CH2:12][CH2:11][CH2:10][CH:9]1[CH2:14][CH3:15])([O:3][C:4]([CH3:7])([CH3:6])[CH3:5])=[O:2]. The yield is 0.590. (3) The reactants are [C:1]([O:5][C:6](=[O:36])[NH:7][C:8]1([C:12]2[CH:17]=[CH:16][C:15]([C:18]3[C:19]([C:30]4[CH:35]=[CH:34][CH:33]=[CH:32][CH:31]=4)=[CH:20][C:21]4[NH:22][S:23](=[O:29])(=[O:28])[CH2:24][O:25][C:26]=4[N:27]=3)=[CH:14][CH:13]=2)[CH2:11][CH2:10][CH2:9]1)([CH3:4])([CH3:3])[CH3:2].C(=O)([O-])[O-].[K+].[K+].Br[CH2:44][C:45]#[N:46]. The catalyst is CN(C)C=O.C(=O)(O)[O-].[Na+]. The product is [C:1]([O:5][C:6](=[O:36])[NH:7][C:8]1([C:12]2[CH:13]=[CH:14][C:15]([C:18]3[C:19]([C:30]4[CH:35]=[CH:34][CH:33]=[CH:32][CH:31]=4)=[CH:20][C:21]4[N:22]([CH2:44][C:45]#[N:46])[S:23](=[O:28])(=[O:29])[CH2:24][O:25][C:26]=4[N:27]=3)=[CH:16][CH:17]=2)[CH2:11][CH2:10][CH2:9]1)([CH3:4])([CH3:2])[CH3:3]. The yield is 0.590. (4) The reactants are Cl.[Cl:2][C:3]1[CH:4]=[C:5]2[C:9](=[CH:10][CH:11]=1)[NH:8][CH:7]=[C:6]2[CH2:12][CH2:13][NH2:14].[CH3:15][C:16]([O:19][C:20](O[C:20]([O:19][C:16]([CH3:18])([CH3:17])[CH3:15])=[O:21])=[O:21])([CH3:18])[CH3:17].[C:30]([O-])([O-])=O.[K+].[K+]. The catalyst is CC(O)C.O.CCOC(C)=O. The product is [Cl:2][C:3]1[CH:4]=[C:5]2[C:9](=[CH:10][CH:11]=1)[NH:8][C:7]1[CH2:30][N:14]([C:20]([O:19][C:16]([CH3:18])([CH3:17])[CH3:15])=[O:21])[CH2:13][CH2:12][C:6]2=1. The yield is 0.963. (5) The reactants are [OH:1][N:2]=[C:3]([C:9]1[N:13]([CH3:14])[CH:12]=[N:11][CH:10]=1)[C:4]1[S:5][CH:6]=[CH:7][CH:8]=1.Br[CH2:16][C:17]1[N:22]=[C:21]([N:23]2[C:31](=[O:32])[C:30]3[C:25](=[CH:26][CH:27]=[CH:28][CH:29]=3)[C:24]2=[O:33])[CH:20]=[CH:19][CH:18]=1.C(=O)([O-])[O-].[Cs+].[Cs+].[I-].[K+]. The catalyst is C(#N)C. The product is [CH3:14][N:13]1[C:9]([C:3](=[N:2][O:1][CH2:16][C:17]2[N:22]=[C:21]([N:23]3[C:24](=[O:33])[C:25]4[C:30](=[CH:29][CH:28]=[CH:27][CH:26]=4)[C:31]3=[O:32])[CH:20]=[CH:19][CH:18]=2)[C:4]2[S:5][CH:6]=[CH:7][CH:8]=2)=[CH:10][N:11]=[CH:12]1. The yield is 0.860.